From a dataset of Full USPTO retrosynthesis dataset with 1.9M reactions from patents (1976-2016). Predict the reactants needed to synthesize the given product. (1) Given the product [C:1]([C:3]1[C:4]([N:15]2[CH2:16][CH2:17][CH:18]([C:21](=[O:22])[NH:36][S:33]([CH2:32][C:26]3[CH:27]=[C:28]([CH3:31])[CH:29]=[CH:30][C:25]=3[F:24])(=[O:35])=[O:34])[CH2:19][CH2:20]2)=[N:5][C:6]([CH3:14])=[C:7]([CH:8]=1)[C:9]([O:11][CH2:12][CH3:13])=[O:10])#[N:2], predict the reactants needed to synthesize it. The reactants are: [C:1]([C:3]1[C:4]([N:15]2[CH2:20][CH2:19][CH:18]([C:21](O)=[O:22])[CH2:17][CH2:16]2)=[N:5][C:6]([CH3:14])=[C:7]([C:9]([O:11][CH2:12][CH3:13])=[O:10])[CH:8]=1)#[N:2].[F:24][C:25]1[CH:30]=[CH:29][C:28]([CH3:31])=[CH:27][C:26]=1[CH2:32][S:33]([NH2:36])(=[O:35])=[O:34]. (2) The reactants are: Br[CH2:2][CH2:3][C:4]1[CH:9]=[CH:8][CH:7]=[CH:6][C:5]=1[S:10]([OH:13])(=[O:12])=[O:11].[OH-].[Na+:15]. Given the product [CH2:2]=[CH:3][C:4]1[C:5]([S:10]([O-:13])(=[O:12])=[O:11])=[CH:6][CH:7]=[CH:8][CH:9]=1.[Na+:15], predict the reactants needed to synthesize it. (3) Given the product [CH:24]1([C:22]2[NH:21][N:20]=[C:19]([NH:18][C:16]3[C:15]([F:51])=[CH:14][N:13]=[C:12]([NH2:11])[N:17]=3)[CH:23]=2)[CH2:28][CH2:27]1, predict the reactants needed to synthesize it. The reactants are: N1C2C(=C(C[NH:11][C:12]3[N:17]=[C:16]([NH:18][C:19]4[CH:23]=[C:22]([CH:24]5[CH2:28][CH2:27]CO5)[NH:21][N:20]=4)[CH:15]=[CH:14][N:13]=3)C=CC=2)C=C1.ClC1N=C(NC2C=C([C@@H]3C[C@H]3C3C=CC=CC=3[F:51])NN=2)C=CN=1. (4) Given the product [CH2:13]([O:12][C:10]([NH:1][C:2]([CH3:8])([CH3:7])[CH2:3][C:4]([OH:6])=[O:5])=[O:11])[C:14]1[CH:19]=[CH:18][CH:17]=[CH:16][CH:15]=1, predict the reactants needed to synthesize it. The reactants are: [NH2:1][C:2]([CH3:8])([CH3:7])[CH2:3][C:4]([OH:6])=[O:5].Cl[C:10]([O:12][CH2:13][C:14]1[CH:19]=[CH:18][CH:17]=[CH:16][CH:15]=1)=[O:11].CCOCC. (5) Given the product [F:1][C:2]1[CH:9]=[CH:8][C:5]([CH2:6][O:14][C:15]2[CH:19]=[C:18]([N:20]3[C:28]4[CH:27]=[CH:26][N:25]=[CH:24][C:23]=4[N:22]=[CH:21]3)[S:17][C:16]=2[C:29]([O:31][CH3:32])=[O:30])=[C:4]([C:10]([F:13])([F:12])[F:11])[CH:3]=1, predict the reactants needed to synthesize it. The reactants are: [F:1][C:2]1[CH:9]=[CH:8][C:5]([CH2:6]Br)=[C:4]([C:10]([F:13])([F:12])[F:11])[CH:3]=1.[OH:14][C:15]1[CH:19]=[C:18]([N:20]2[C:28]3[CH:27]=[CH:26][N:25]=[CH:24][C:23]=3[N:22]=[CH:21]2)[S:17][C:16]=1[C:29]([O:31][CH3:32])=[O:30].C(=O)([O-])[O-].[K+].[K+]. (6) Given the product [CH2:1]([C:3]1[C:12]2[C:7](=[CH:8][C:9]([O:15][CH3:16])=[C:10]([O:13][CH3:14])[CH:11]=2)[C:6]([CH2:22][C:23]2[CH:24]=[N:25][C:26]3[C:31]([CH:32]=2)=[CH:30][CH:29]=[C:28]([O:33][CH3:34])[CH:27]=3)=[C:5]([OH:17])[N:4]=1)[CH3:2], predict the reactants needed to synthesize it. The reactants are: [CH2:1]([C:3]1[C:12]2[C:7](=[CH:8][C:9]([O:15][CH3:16])=[C:10]([O:13][CH3:14])[CH:11]=2)[CH:6]=[C:5]([OH:17])[N:4]=1)[CH3:2].[OH-].[K+].Cl.Cl[CH2:22][C:23]1[CH:24]=[N:25][C:26]2[C:31]([CH:32]=1)=[CH:30][CH:29]=[C:28]([O:33][CH3:34])[CH:27]=2.